This data is from Forward reaction prediction with 1.9M reactions from USPTO patents (1976-2016). The task is: Predict the product of the given reaction. (1) Given the reactants [O:1]([C:8]1[CH:27]=[CH:26][C:11]([O:12][C:13]2[CH:18]=[CH:17][N:16]=[CH:15][C:14]=2[C:19]2[CH:20]=[C:21]([CH:23]=[CH:24][CH:25]=2)[NH2:22])=[CH:10][CH:9]=1)[C:2]1[CH:7]=[CH:6][CH:5]=[CH:4][CH:3]=1.[C:28](O)(=[O:32])/[CH:29]=[CH:30]/[CH3:31], predict the reaction product. The product is: [O:1]([C:8]1[CH:9]=[CH:10][C:11]([O:12][C:13]2[CH:18]=[CH:17][N:16]=[CH:15][C:14]=2[C:19]2[CH:20]=[C:21]([NH:22][C:28](=[O:32])/[CH:29]=[CH:30]/[CH3:31])[CH:23]=[CH:24][CH:25]=2)=[CH:26][CH:27]=1)[C:2]1[CH:7]=[CH:6][CH:5]=[CH:4][CH:3]=1. (2) Given the reactants Cl.[CH2:2]([O:9][C:10](=[O:26])[C@@H:11]([NH:22][C:23](=[O:25])[CH3:24])[CH2:12][NH:13][C:14]([C@@H:16]1[CH2:21][CH2:20][CH2:19][NH:18][CH2:17]1)=[O:15])[C:3]1[CH:8]=[CH:7][CH:6]=[CH:5][CH:4]=1.[N:27]1[CH:32]=[CH:31][C:30]([CH:33]=[CH:34][C:35](O)=[O:36])=[CH:29][CH:28]=1.ON1C2C=CC=CC=2N=N1.C(N=C=NCCCN(C)C)C, predict the reaction product. The product is: [CH2:2]([O:9][C:10](=[O:26])[C@@H:11]([NH:22][C:23](=[O:25])[CH3:24])[CH2:12][NH:13][C:14]([C@@H:16]1[CH2:21][CH2:20][CH2:19][N:18]([C:35](=[O:36])[CH:34]=[CH:33][C:30]2[CH:31]=[CH:32][N:27]=[CH:28][CH:29]=2)[CH2:17]1)=[O:15])[C:3]1[CH:4]=[CH:5][CH:6]=[CH:7][CH:8]=1. (3) Given the reactants [Br:1][C:2]1[CH:3]=[C:4]([NH:9][CH2:10][C:11]2[CH:16]=[CH:15][CH:14]=[CH:13][C:12]=2[CH2:17][C:18]([O:20][CH3:21])=[O:19])[CH:5]=[C:6]([Cl:8])[CH:7]=1.[CH2:22]=O.[BH4-].[Na+], predict the reaction product. The product is: [Br:1][C:2]1[CH:3]=[C:4]([N:9]([CH2:10][C:11]2[CH:16]=[CH:15][CH:14]=[CH:13][C:12]=2[CH2:17][C:18]([O:20][CH3:21])=[O:19])[CH3:22])[CH:5]=[C:6]([Cl:8])[CH:7]=1.